The task is: Predict which catalyst facilitates the given reaction.. This data is from Catalyst prediction with 721,799 reactions and 888 catalyst types from USPTO. (1) Reactant: [CH:1]1([NH2:7])[CH2:6][CH2:5][CH2:4][CH2:3][CH2:2]1.[CH:8]([C:10]1[CH:26]=[CH:25][C:13]([O:14][C:15]([CH3:24])([CH3:23])[C:16]([O:18][C:19]([CH3:22])([CH3:21])[CH3:20])=[O:17])=[C:12]([CH3:27])[CH:11]=1)=O.C(O[BH-](OC(=O)C)OC(=O)C)(=O)C.[Na+].C(=O)(O)[O-].[Na+]. Product: [CH:1]1([NH:7][CH2:8][C:10]2[CH:26]=[CH:25][C:13]([O:14][C:15]([CH3:24])([CH3:23])[C:16]([O:18][C:19]([CH3:21])([CH3:22])[CH3:20])=[O:17])=[C:12]([CH3:27])[CH:11]=2)[CH2:6][CH2:5][CH2:4][CH2:3][CH2:2]1. The catalyst class is: 4. (2) Reactant: Cl[N:2]1[CH2:7][CH2:6][C@H:5]([C:8]2[S:12][C:11]3[CH:13]=[CH:14][CH:15]=[C:16]([O:17][CH3:18])[C:10]=3[CH:9]=2)[CH2:4][C@@H:3]1[CH3:19].C1CCN2C(=NCCC2)CC1. Product: [CH3:18][O:17][C:16]1[C:10]2[CH:9]=[C:8]([CH:5]3[CH2:6][CH2:7][N:2]=[C:3]([CH3:19])[CH2:4]3)[S:12][C:11]=2[CH:13]=[CH:14][CH:15]=1. The catalyst class is: 1. (3) Reactant: [F:1][C:2]1[C:29]([NH:30][S:31]([CH2:34][CH2:35][CH3:36])(=[O:33])=[O:32])=[CH:28][CH:27]=[C:26]([F:37])[C:3]=1[C:4]([NH:6][C:7]1[CH:8]=[C:9]2[C:15](I)=[CH:14][N:13](S(C3C=CC=CC=3)(=O)=O)[C:10]2=[N:11][CH:12]=1)=[O:5].C([O-])([O-])=O.[K+].[K+].[CH3:44][N:45](C=O)C. Product: [C:44]([C:15]1[C:9]2[C:10](=[N:11][CH:12]=[C:7]([NH:6][C:4](=[O:5])[C:3]3[C:26]([F:37])=[CH:27][CH:28]=[C:29]([NH:30][S:31]([CH2:34][CH2:35][CH3:36])(=[O:32])=[O:33])[C:2]=3[F:1])[CH:8]=2)[NH:13][CH:14]=1)#[N:45]. The catalyst class is: 24. (4) The catalyst class is: 8. Product: [ClH:11].[CH3:1][NH:2][C:3]12[CH2:9][CH:6]([CH2:7][CH2:8]1)[CH:5]([OH:10])[CH2:4]2. Reactant: [CH3:1][NH:2][C:3]12[CH2:9][CH:6]([CH2:7][CH2:8]1)[CH:5]([OH:10])[CH2:4]2.[ClH:11]. (5) Reactant: FC(F)(F)C(O)=O.[C:8]([C:12]1[CH:17]=[CH:16][C:15]([CH2:18][CH2:19][N:20]2[CH2:29][CH2:28][C:27]3[C:22](=[CH:23][CH:24]=[C:25]([S:30]([N:33](CC4C=CC(OC)=CC=4OC)[C:34]4[CH:39]=[CH:38][C:37]([O:40][CH2:41][CH2:42][CH2:43][CH2:44][C:45]5[CH:50]=[CH:49][CH:48]=[CH:47][CH:46]=5)=[CH:36][C:35]=4[F:51])(=[O:32])=[O:31])[CH:26]=3)[CH2:21]2)=[CH:14][CH:13]=1)([CH3:11])([CH3:10])[CH3:9].C(Cl)(Cl)Cl.C(=O)([O-])O.[Na+]. Product: [C:8]([C:12]1[CH:13]=[CH:14][C:15]([CH2:18][CH2:19][N:20]2[CH2:29][CH2:28][C:27]3[C:22](=[CH:23][CH:24]=[C:25]([S:30]([NH:33][C:34]4[CH:39]=[CH:38][C:37]([O:40][CH2:41][CH2:42][CH2:43][CH2:44][C:45]5[CH:46]=[CH:47][CH:48]=[CH:49][CH:50]=5)=[CH:36][C:35]=4[F:51])(=[O:31])=[O:32])[CH:26]=3)[CH2:21]2)=[CH:16][CH:17]=1)([CH3:11])([CH3:9])[CH3:10]. The catalyst class is: 520. (6) Reactant: [C:1](Cl)(C)=O.CO.[CH2:7]1[C@H:12]([OH:13])[C@@H:11]([OH:14])[C@@H:10]([OH:15])[CH2:9][C@@:8]1([C:17]([OH:19])=[O:18])[OH:16]. Product: [OH:16][C:8]1([C:17]([O:19][CH3:1])=[O:18])[CH2:9][C@@H:10]([OH:15])[CH:11]([OH:14])[C@H:12]([OH:13])[CH2:7]1. The catalyst class is: 25. (7) Reactant: [CH:1]1([CH2:4][N:5]2[C:9]3[CH:10]=[CH:11][C:12]([S:14]([C:17]4([CH2:42][OH:43])[CH2:22][CH2:21][N:20](C(C5C=CC=CC=5)(C5C=CC=CC=5)C5C=CC=CC=5)[CH2:19][CH2:18]4)(=[O:16])=[O:15])=[CH:13][C:8]=3[N:7]=[C:6]2[CH2:44][C:45]([CH3:48])([CH3:47])[CH3:46])[CH2:3][CH2:2]1.FC(F)(F)C(O)=O. Product: [CH:1]1([CH2:4][N:5]2[C:9]3[CH:10]=[CH:11][C:12]([S:14]([C:17]4([CH2:42][OH:43])[CH2:22][CH2:21][NH:20][CH2:19][CH2:18]4)(=[O:16])=[O:15])=[CH:13][C:8]=3[N:7]=[C:6]2[CH2:44][C:45]([CH3:48])([CH3:47])[CH3:46])[CH2:3][CH2:2]1. The catalyst class is: 4.